The task is: Regression. Given two drug SMILES strings and cell line genomic features, predict the synergy score measuring deviation from expected non-interaction effect.. This data is from NCI-60 drug combinations with 297,098 pairs across 59 cell lines. (1) Drug 1: C1=CC=C(C(=C1)C(C2=CC=C(C=C2)Cl)C(Cl)Cl)Cl. Drug 2: CC(C)(C#N)C1=CC(=CC(=C1)CN2C=NC=N2)C(C)(C)C#N. Cell line: COLO 205. Synergy scores: CSS=1.38, Synergy_ZIP=3.43, Synergy_Bliss=7.72, Synergy_Loewe=2.65, Synergy_HSA=3.03. (2) Drug 1: C1=CC(=CC=C1CC(C(=O)O)N)N(CCCl)CCCl.Cl. Drug 2: CC(C)CN1C=NC2=C1C3=CC=CC=C3N=C2N. Cell line: CCRF-CEM. Synergy scores: CSS=38.2, Synergy_ZIP=2.22, Synergy_Bliss=4.38, Synergy_Loewe=-4.79, Synergy_HSA=2.93.